From a dataset of Reaction yield outcomes from USPTO patents with 853,638 reactions. Predict the reaction yield, written as a fraction of the theoretical maximum amount of product (1.0 means a 100% yield; for example, 0.34 means a 34% yield). (1) The reactants are [Cr](Cl)([O-])(=O)=O.[NH+]1C=CC=CC=1.[C:12]([N:19]1[CH2:24][CH2:23][CH2:22][CH:21]([CH2:25][OH:26])[CH2:20]1)([O:14][C:15]([CH3:18])([CH3:17])[CH3:16])=[O:13]. The catalyst is C(Cl)Cl. The product is [C:12]([N:19]1[CH2:24][CH2:23][CH2:22][CH:21]([CH:25]=[O:26])[CH2:20]1)([O:14][C:15]([CH3:18])([CH3:17])[CH3:16])=[O:13]. The yield is 0.800. (2) The reactants are [Si:1]([O:8]S(C(F)(F)F)(=O)=O)([C:4]([CH3:7])([CH3:6])[CH3:5])([CH3:3])[CH3:2].O[C@@H:17]1[N:23]([C:24]([O:26][CH2:27][CH:28]=[CH2:29])=[O:25])[C:22]2[CH:30]=[C:31]([O:36][Si:37]([CH:44]([CH3:46])[CH3:45])([CH:41]([CH3:43])[CH3:42])[CH:38]([CH3:40])[CH3:39])[C:32]([O:34][CH3:35])=[CH:33][C:21]=2[C:20](=[O:47])[N:19]2[CH:48]=[C:49]([CH3:51])[CH2:50][C@@H:18]12.N1C(C)=CC=CC=1C. The catalyst is ClCCl. The product is [Si:1]([O:8][C@@H:17]1[N:23]([C:24]([O:26][CH2:27][CH:28]=[CH2:29])=[O:25])[C:22]2[CH:30]=[C:31]([O:36][Si:37]([CH:41]([CH3:42])[CH3:43])([CH:44]([CH3:46])[CH3:45])[CH:38]([CH3:39])[CH3:40])[C:32]([O:34][CH3:35])=[CH:33][C:21]=2[C:20](=[O:47])[N:19]2[CH:48]=[C:49]([CH3:51])[CH2:50][C@@H:18]12)([C:4]([CH3:7])([CH3:6])[CH3:5])([CH3:3])[CH3:2]. The yield is 0.850. (3) The reactants are Br[C:2]1[CH:3]=[CH:4][C:5]([Cl:12])=[C:6]([CH:11]=1)[C:7]([O:9][CH3:10])=[O:8].[CH3:13][N:14](C=O)C. The catalyst is [C-]#N.[Zn+2].[C-]#N.C1C=CC(/C=C/C(/C=C/C2C=CC=CC=2)=O)=CC=1.C1C=CC(/C=C/C(/C=C/C2C=CC=CC=2)=O)=CC=1.C1C=CC(/C=C/C(/C=C/C2C=CC=CC=2)=O)=CC=1.[Pd].[Pd].C1(P(C2C=CC=CC=2)[C-]2C=CC=C2)C=CC=CC=1.[C-]1(P(C2C=CC=CC=2)C2C=CC=CC=2)C=CC=C1.[Fe+2].[Zn].C([O-])(=O)C.[Zn+2].C([O-])(=O)C. The product is [Cl:12][C:5]1[CH:4]=[CH:3][C:2]([C:13]#[N:14])=[CH:11][C:6]=1[C:7]([O:9][CH3:10])=[O:8]. The yield is 0.980. (4) The reactants are [Br:1][C:2]1[CH:3]=[C:4]([S:8]([OH:11])(=O)=[O:9])[CH:5]=[N:6][CH:7]=1.P(Cl)(Cl)(Cl)(Cl)[Cl:13].P(Cl)(Cl)(Cl)=O.C([O-])(O)=O.[Na+].[Na+].[Cl-]. The catalyst is C(OC)(C)(C)C. The product is [Br:1][C:2]1[CH:3]=[C:4]([S:8]([Cl:13])(=[O:11])=[O:9])[CH:5]=[N:6][CH:7]=1. The yield is 0.980. (5) The reactants are [C@H]1(NCC2C=C(C(C)(C)C)C=C(C(C)(C)C)C=2O)CCCC[C@@H]1NCC1C=C(C(C)(C)C)C=C(C(C)(C)C)C=1[OH:23].[Cl:41][C:42]1[CH:43]=[C:44]2[C:48](=[CH:49][CH:50]=1)[C:47](=[O:51])[CH:46]([C:52]([O:54][CH3:55])=[O:53])[CH2:45]2.C(OO)(C)(C)C. The catalyst is C1(C)C=CC=CC=1.C(#N)C.CC(C)[O-].[Zr+4].CC(C)[O-].CC(C)[O-].CC(C)[O-]. The product is [Cl:41][C:42]1[CH:43]=[C:44]2[C:48](=[CH:49][CH:50]=1)[C:47](=[O:51])[C:46]([OH:23])([C:52]([O:54][CH3:55])=[O:53])[CH2:45]2. The yield is 0.840. (6) The reactants are [Br:1][C:2]1[CH:12]=[CH:11][C:5]([O:6][CH2:7][C:8]([NH2:10])=[O:9])=[C:4]([C:13]#[N:14])[CH:3]=1.N1CCC[CH2:17][CH2:16]1.[NH2:21][C:22]1[CH:27]=[CH:26][CH:25]=[CH:24][CH:23]=1. No catalyst specified. The product is [Br:1][C:2]1[CH:12]=[CH:11][C:5]2[O:6][C:7]3[C:8](=[O:9])[NH:10][C:16]([CH2:17][NH:21][C:22]4[CH:27]=[CH:26][CH:25]=[CH:24][CH:23]=4)=[N:14][C:13]=3[C:4]=2[CH:3]=1. The yield is 0.150. (7) The reactants are [CH2:1]([O:3][C:4](=[O:25])[N:5]([C:14]1[CH:19]=[C:18]([Cl:20])[N:17]=[C:16](Cl)[C:15]=1[N+:22]([O-:24])=[O:23])[CH2:6][C:7]1[CH:8]=[N:9][C:10]([CH3:13])=[CH:11][CH:12]=1)[CH3:2].[OH-].[NH4+:27]. No catalyst specified. The product is [CH2:1]([O:3][C:4](=[O:25])[N:5]([C:14]1[CH:19]=[C:18]([Cl:20])[N:17]=[C:16]([NH2:27])[C:15]=1[N+:22]([O-:24])=[O:23])[CH2:6][C:7]1[CH:8]=[N:9][C:10]([CH3:13])=[CH:11][CH:12]=1)[CH3:2]. The yield is 0.750. (8) The reactants are Cl.[NH2:2][C:3]1[C:4]2[CH:16]=[C:15]([CH3:17])[S:14][C:5]=2[NH:6][C:7]2[CH:13]=[CH:12][CH:11]=[CH:10][C:8]=2[N:9]=1.CS(C)=O.C1(C)C=CC=CC=1.[NH:29]1[CH2:34][CH2:33]N[CH2:31][CH2:30]1. The catalyst is O. The product is [CH3:17][C:15]1[S:14][C:5]2[NH:6][C:7]3[CH:13]=[CH:12][CH:11]=[CH:10][C:8]=3[N:9]=[C:3]([N:2]3[CH2:33][CH2:34][NH:29][CH2:30][CH2:31]3)[C:4]=2[CH:16]=1. The yield is 0.690. (9) The reactants are [S:1]1[CH2:5][CH2:4][N:3]=[C:2]1[C:6]1[NH:7][C:8]2[C:13]([CH:14]=1)=[CH:12][CH:11]=[CH:10][C:9]=2[NH2:15].[C:16]1(=O)[CH2:20][CH2:19][CH2:18][CH2:17]1.C(O[BH-](OC(=O)C)OC(=O)C)(=O)C.[Na+]. The catalyst is ClCCCl. The product is [CH:16]1([NH:15][C:9]2[CH:10]=[CH:11][CH:12]=[C:13]3[C:8]=2[NH:7][C:6]([C:2]2[S:1][CH2:5][CH2:4][N:3]=2)=[CH:14]3)[CH2:20][CH2:19][CH2:18][CH2:17]1. The yield is 0.340.